This data is from Full USPTO retrosynthesis dataset with 1.9M reactions from patents (1976-2016). The task is: Predict the reactants needed to synthesize the given product. (1) Given the product [CH2:17]([O:12][C:11](=[O:13])[CH:10]([C:3]1[C:4]([F:9])=[CH:5][CH:6]=[C:7]([OH:8])[C:2]=1[F:1])[O:14][CH2:15][CH3:16])[CH3:18], predict the reactants needed to synthesize it. The reactants are: [F:1][C:2]1[C:7]([OH:8])=[CH:6][CH:5]=[C:4]([F:9])[C:3]=1[CH:10]([O:14][CH2:15][CH3:16])[C:11]([OH:13])=[O:12].[CH3:17][CH2:18]O. (2) Given the product [C:20]([O:24][C:25](=[O:26])[NH:27][C@@H:28]1[CH2:32][CH2:31][C@:30]([CH:36]([CH3:37])[CH3:38])([C:33]([N:15]2[CH2:16][CH2:17][N:12]([C:8]3[CH:9]=[N:10][CH:11]=[C:6]([C:5]([F:18])([F:4])[F:19])[CH:7]=3)[CH2:13][CH2:14]2)=[O:34])[CH2:29]1)([CH3:23])([CH3:22])[CH3:21], predict the reactants needed to synthesize it. The reactants are: Cl.Cl.Cl.[F:4][C:5]([F:19])([F:18])[C:6]1[CH:7]=[C:8]([N:12]2[CH2:17][CH2:16][NH:15][CH2:14][CH2:13]2)[CH:9]=[N:10][CH:11]=1.[C:20]([O:24][C:25]([NH:27][C@@H:28]1[CH2:32][CH2:31][C@:30]([CH:36]([CH3:38])[CH3:37])([C:33](O)=[O:34])[CH2:29]1)=[O:26])([CH3:23])([CH3:22])[CH3:21].F[P-](F)(F)(F)(F)F.N1(O[P+](N(C)C)(N(C)C)N(C)C)C2C=CC=CC=2N=N1.C(N(CC)CC)C. (3) Given the product [CH2:24]([NH:1][C:2]1[CH:15]=[C:14]([O:16][CH3:17])[C:13]([O:18][CH3:19])=[CH:12][C:3]=1[C:4]([NH:6][C:7]([CH3:11])([C:9]#[CH:10])[CH3:8])=[O:5])[CH:25]([CH3:27])[CH3:26], predict the reactants needed to synthesize it. The reactants are: [NH2:1][C:2]1[CH:15]=[C:14]([O:16][CH3:17])[C:13]([O:18][CH3:19])=[CH:12][C:3]=1[C:4]([NH:6][C:7]([CH3:11])([C:9]#[CH:10])[CH3:8])=[O:5].ClCCCl.[CH:24](=O)[CH:25]([CH3:27])[CH3:26].C(O[BH-](OC(=O)C)OC(=O)C)(=O)C.[Na+]. (4) Given the product [CH3:56][C:46]1[CH:47]=[CH:48][C:49]([S:52]([OH:55])(=[O:54])=[O:53])=[CH:50][CH:51]=1.[CH3:1][NH:2][CH2:3][C:4]([O:6][C@H:7]([CH3:45])[CH2:8][N:9]1[C:13]([CH3:14])=[C:12]([C:15](=[O:37])[NH:16][C:17]2[CH:22]=[CH:21][C:20]([O:23][C:24]3[C:33]4[C:28](=[CH:29][C:30]([O:34][CH3:35])=[CH:31][CH:32]=4)[N:27]=[CH:26][CH:25]=3)=[C:19]([F:36])[CH:18]=2)[C:11](=[O:38])[N:10]1[C:39]1[CH:40]=[CH:41][CH:42]=[CH:43][CH:44]=1)=[O:5], predict the reactants needed to synthesize it. The reactants are: [CH3:1][NH:2][CH2:3][C:4]([O:6][C@H:7]([CH3:45])[CH2:8][N:9]1[C:13]([CH3:14])=[C:12]([C:15](=[O:37])[NH:16][C:17]2[CH:22]=[CH:21][C:20]([O:23][C:24]3[C:33]4[C:28](=[CH:29][C:30]([O:34][CH3:35])=[CH:31][CH:32]=4)[N:27]=[CH:26][CH:25]=3)=[C:19]([F:36])[CH:18]=2)[C:11](=[O:38])[N:10]1[C:39]1[CH:44]=[CH:43][CH:42]=[CH:41][CH:40]=1)=[O:5].[C:46]1([CH3:56])[CH:51]=[CH:50][C:49]([S:52]([OH:55])(=[O:54])=[O:53])=[CH:48][CH:47]=1.